Dataset: Catalyst prediction with 721,799 reactions and 888 catalyst types from USPTO. Task: Predict which catalyst facilitates the given reaction. Reactant: [CH3:1][C:2]1([CH3:12])[CH2:7][NH:6][C:5]2[CH:8]=[CH:9][CH:10]=[CH:11][C:4]=2[O:3]1.[F:13][C:14]([F:25])([F:24])[C:15](O[C:15](=[O:16])[C:14]([F:25])([F:24])[F:13])=[O:16].C(N(CC)CC)C. Product: [CH3:1][C:2]1([CH3:12])[CH2:7][N:6]([C:15](=[O:16])[C:14]([F:25])([F:24])[F:13])[C:5]2[CH:8]=[CH:9][CH:10]=[CH:11][C:4]=2[O:3]1. The catalyst class is: 2.